Dataset: Reaction yield outcomes from USPTO patents with 853,638 reactions. Task: Predict the reaction yield, written as a fraction of the theoretical maximum amount of product (1.0 means a 100% yield; for example, 0.34 means a 34% yield). (1) The reactants are [CH:1]1([CH2:4][CH2:5][O:6][C:7]2[CH:19]=[CH:18][C:10]([C:11]([NH:13][CH2:14][C:15]([OH:17])=[O:16])=[O:12])=[CH:9][CH:8]=2)[CH2:3][CH2:2]1.OC1C=C[C:24]([C:25]([O:27][CH3:28])=O)=[CH:23]C=1.COC1C=CC(CCO)=CC=1. No catalyst specified. The product is [CH3:28][O:27][C:25]1[CH:2]=[CH:3][C:1]([CH2:4][CH2:5][O:6][C:7]2[CH:8]=[CH:9][C:10]([C:11]([NH:13][CH2:14][C:15]([OH:17])=[O:16])=[O:12])=[CH:18][CH:19]=2)=[CH:23][CH:24]=1. The yield is 0.790. (2) The reactants are [C:1]([O:5][C:6](=[O:36])[NH:7][C@@H:8]([CH2:29][C:30]1[CH:35]=[CH:34][CH:33]=[CH:32][CH:31]=1)[CH2:9][O:10][C:11]1[CH:16]=[CH:15][C:14]([CH:17]=[O:18])=[C:13]([C:19]2[CH:20]=[C:21]3[C:25](=[CH:26][CH:27]=2)[NH:24][N:23]=[C:22]3[CH3:28])[CH:12]=1)([CH3:4])([CH3:3])[CH3:2].[BH4-].[Na+]. The catalyst is CCO.O. The product is [C:1]([O:5][C:6](=[O:36])[NH:7][C@@H:8]([CH2:29][C:30]1[CH:35]=[CH:34][CH:33]=[CH:32][CH:31]=1)[CH2:9][O:10][C:11]1[CH:16]=[CH:15][C:14]([CH2:17][OH:18])=[C:13]([C:19]2[CH:20]=[C:21]3[C:25](=[CH:26][CH:27]=2)[NH:24][N:23]=[C:22]3[CH3:28])[CH:12]=1)([CH3:4])([CH3:2])[CH3:3]. The yield is 0.660. (3) The reactants are B.C1COCC1.[CH2:7]([N:14]([C:19]1[CH:24]=[C:23]([C:25](=[O:28])[CH2:26][Br:27])[CH:22]=[CH:21][C:20]=1[O:29][CH2:30][C:31]1[CH:36]=[CH:35][CH:34]=[CH:33][CH:32]=1)[S:15]([CH3:18])(=[O:17])=[O:16])[C:8]1[CH:13]=[CH:12][CH:11]=[CH:10][CH:9]=1.CO. The catalyst is C1(C)C=CC=CC=1.C1COCC1. The product is [CH2:7]([N:14]([C:19]1[CH:24]=[C:23]([C@@H:25]([OH:28])[CH2:26][Br:27])[CH:22]=[CH:21][C:20]=1[O:29][CH2:30][C:31]1[CH:36]=[CH:35][CH:34]=[CH:33][CH:32]=1)[S:15]([CH3:18])(=[O:17])=[O:16])[C:8]1[CH:9]=[CH:10][CH:11]=[CH:12][CH:13]=1. The yield is 0.840. (4) The reactants are [Br:1][C:2]1[CH:10]=[CH:9][CH:8]=[C:7]2[C:3]=1[C:4](=[O:12])[C:5](=[O:11])[NH:6]2.[H-].[Na+].Br.Br[CH2:17][C:18]1[CH:23]=[CH:22][CH:21]=[CH:20][N:19]=1. The catalyst is CN(C)C=O. The product is [Br:1][C:2]1[CH:10]=[CH:9][CH:8]=[C:7]2[C:3]=1[C:4](=[O:12])[C:5](=[O:11])[N:6]2[CH2:17][C:18]1[CH:23]=[CH:22][CH:21]=[CH:20][N:19]=1. The yield is 0.850. (5) The reactants are [OH-].[Na+].[Cl:3][C:4]1[CH:5]=[C:6]([CH:24]=[CH:25][C:26]=1[NH:27][C:28]([NH:30][CH3:31])=[O:29])[O:7][C:8]1[C:17]2[C:12](=[CH:13][C:14]([O:22][CH3:23])=[C:15]([C:18]([O:20]C)=[O:19])[CH:16]=2)[N:11]=[CH:10][CH:9]=1.Cl. The catalyst is CO. The product is [Cl:3][C:4]1[CH:5]=[C:6]([CH:24]=[CH:25][C:26]=1[NH:27][C:28]([NH:30][CH3:31])=[O:29])[O:7][C:8]1[C:17]2[C:12](=[CH:13][C:14]([O:22][CH3:23])=[C:15]([C:18]([OH:20])=[O:19])[CH:16]=2)[N:11]=[CH:10][CH:9]=1. The yield is 1.00. (6) The reactants are O(S(C(F)(F)F)(=O)=O)S(C(F)(F)F)(=O)=O.[CH2:16]([O:23][N:24]1[C:30](=[O:31])[N:29]2[CH2:32][C@H:25]1[CH2:26][CH2:27][C@H:28]2[C:33]([NH:35][NH:36][C:37](=[O:49])[CH2:38][CH2:39][N:40]([CH3:48])[C:41](=[O:47])[O:42][C:43]([CH3:46])([CH3:45])[CH3:44])=O)[C:17]1[CH:22]=[CH:21][CH:20]=[CH:19][CH:18]=1.N1C=CC=CC=1.C([O-])(O)=O.[Na+]. The catalyst is C(Cl)Cl. The product is [CH2:16]([O:23][N:24]1[C:30](=[O:31])[N:29]2[CH2:32][C@H:25]1[CH2:26][CH2:27][C@H:28]2[C:33]1[O:49][C:37]([CH2:38][CH2:39][N:40]([CH3:48])[C:41](=[O:47])[O:42][C:43]([CH3:44])([CH3:45])[CH3:46])=[N:36][N:35]=1)[C:17]1[CH:22]=[CH:21][CH:20]=[CH:19][CH:18]=1. The yield is 0.510.